Predict which catalyst facilitates the given reaction. From a dataset of Catalyst prediction with 721,799 reactions and 888 catalyst types from USPTO. (1) Reactant: FC(F)(F)C(O)=O.C([O:12][C:13](=[O:33])[C:14]1[CH:19]=[C:18]([C:20]([F:23])([F:22])[F:21])[C:17]([Cl:24])=[CH:16][C:15]=1[NH:25]C(OC(C)(C)C)=O)(C)(C)C. Product: [NH2:25][C:15]1[CH:16]=[C:17]([Cl:24])[C:18]([C:20]([F:23])([F:21])[F:22])=[CH:19][C:14]=1[C:13]([OH:33])=[O:12]. The catalyst class is: 2. (2) Reactant: C[O:2][C:3](=[O:21])[CH:4]([C:10]1[CH:15]=[CH:14][C:13]([S:16]([CH3:19])(=[O:18])=[O:17])=[C:12]([Cl:20])[CH:11]=1)[CH2:5][CH:6]1[CH2:9][O:8][CH2:7]1.O.[OH-].[Li+]. Product: [Cl:20][C:12]1[CH:11]=[C:10]([CH:4]([CH2:5][CH:6]2[CH2:9][O:8][CH2:7]2)[C:3]([OH:21])=[O:2])[CH:15]=[CH:14][C:13]=1[S:16]([CH3:19])(=[O:17])=[O:18]. The catalyst class is: 24. (3) Reactant: C(=O)([O-])[O-].[K+].[K+].[CH2:7]([NH:14][CH2:15][C:16]([O:18][CH2:19][CH3:20])=[O:17])[C:8]1[CH:13]=[CH:12][CH:11]=[CH:10][CH:9]=1.Cl[C:22](=[O:30])[CH2:23][CH2:24][C:25]([O:27][CH2:28][CH3:29])=[O:26]. Product: [CH2:7]([N:14]([CH2:15][C:16]([O:18][CH2:19][CH3:20])=[O:17])[C:22](=[O:30])[CH2:23][CH2:24][C:25]([O:27][CH2:28][CH3:29])=[O:26])[C:8]1[CH:13]=[CH:12][CH:11]=[CH:10][CH:9]=1. The catalyst class is: 30.